From a dataset of Forward reaction prediction with 1.9M reactions from USPTO patents (1976-2016). Predict the product of the given reaction. (1) Given the reactants Cl[S:2]([C:5]1[CH:13]=[CH:12][C:8]([C:9]([OH:11])=[O:10])=[CH:7][CH:6]=1)(=[O:4])=[O:3].[NH:14]1[CH2:19][CH2:18][O:17][CH2:16][CH2:15]1, predict the reaction product. The product is: [N:14]1([S:2]([C:5]2[CH:13]=[CH:12][C:8]([C:9]([OH:11])=[O:10])=[CH:7][CH:6]=2)(=[O:4])=[O:3])[CH2:19][CH2:18][O:17][CH2:16][CH2:15]1. (2) Given the reactants [C:1]([C:5]1[S:9][C:8]([NH:10][S:11]([C:14]2[CH:19]=[CH:18][C:17]([NH:20]C(=O)C)=[CH:16][CH:15]=2)(=[O:13])=[O:12])=[N:7][N:6]=1)([CH3:4])([CH3:3])[CH3:2].C([O-])([O-])=O.[Na+].[Na+], predict the reaction product. The product is: [NH2:20][C:17]1[CH:18]=[CH:19][C:14]([S:11]([NH:10][C:8]2[S:9][C:5]([C:1]([CH3:4])([CH3:3])[CH3:2])=[N:6][N:7]=2)(=[O:13])=[O:12])=[CH:15][CH:16]=1. (3) The product is: [Cl:1][C:2]1[CH:3]=[CH:4][C:5]([CH3:11])=[C:6]([C:13]2[N:18]=[C:17]([NH2:19])[N:16]=[C:15]([NH:20][CH:21]3[CH2:24][CH2:23][CH2:22]3)[CH:14]=2)[CH:7]=1. Given the reactants [Cl:1][C:2]1[CH:3]=[CH:4][C:5]([CH3:11])=[C:6](B(O)O)[CH:7]=1.Cl[C:13]1[N:18]=[C:17]([NH2:19])[N:16]=[C:15]([NH:20][CH:21]2[CH2:24][CH2:23][CH2:22]2)[CH:14]=1, predict the reaction product. (4) Given the reactants [F:1][C:2]1[CH:3]=[C:4]([C:8]2[CH:9]=[C:10]([CH:14]=[C:15]([CH3:17])[CH:16]=2)[C:11]([OH:13])=O)[CH:5]=[CH:6][CH:7]=1.C(Cl)(C(Cl)=O)=O.[NH2:24][C:25]1[C:26]([CH3:33])=[C:27]([OH:32])[CH:28]=[CH:29][C:30]=1[CH3:31].C([O-])(O)=O.[Na+], predict the reaction product. The product is: [F:1][C:2]1[CH:3]=[C:4]([C:8]2[CH:9]=[C:10]([CH:14]=[C:15]([CH3:17])[CH:16]=2)[C:11]([NH:24][C:25]2[C:30]([CH3:31])=[CH:29][CH:28]=[C:27]([OH:32])[C:26]=2[CH3:33])=[O:13])[CH:5]=[CH:6][CH:7]=1. (5) Given the reactants [NH2:1][C:2]1[C:3]2[CH:13]=[CH:12][C:11]([F:14])=[CH:10][C:4]=2[S:5][C:6]=1[C:7](=[O:9])[CH3:8].N[C:16]1[C:17]2[CH:27]=[CH:26][CH:25]=[CH:24][C:18]=2SC=1C(=O)C, predict the reaction product. The product is: [C:7]([C:6]1[S:5][C:4]2[CH:10]=[C:11]([F:14])[CH:12]=[CH:13][C:3]=2[C:2]=1[NH2:1])(=[O:9])/[CH:8]=[CH:16]/[C:17]1[CH:27]=[CH:26][CH:25]=[CH:24][CH:18]=1. (6) Given the reactants O[C@H:2]1[CH2:7][CH2:6][C@H:5]([N:8]2C(=O)C3C(=CC=CC=3)C2=O)[CH2:4][CH2:3]1.C(OC1C=C(C)C(NC(=O)C)=CC=1C)(=O)C.[CH3:35][C:36]1[C:44]([OH:45])=[CH:43][CH:42]=[C:41]2[C:37]=1[CH:38]=[N:39][NH:40]2, predict the reaction product. The product is: [CH3:35][C:36]1[C:44]([O:45][C@H:3]2[CH2:2][CH2:7][CH2:6][C@H:5]([NH2:8])[CH2:4]2)=[CH:43][CH:42]=[C:41]2[C:37]=1[CH:38]=[N:39][NH:40]2.